This data is from Forward reaction prediction with 1.9M reactions from USPTO patents (1976-2016). The task is: Predict the product of the given reaction. (1) Given the reactants Cl[CH2:2][CH2:3][CH2:4][O:5][C:6]1[CH:11]=[CH:10][C:9]([C@H:12]2[CH2:17][CH2:16][C@H:15]([OH:18])[CH2:14][CH2:13]2)=[CH:8][CH:7]=1.[Na].[CH3:20][CH:21]1[CH2:25][CH2:24][CH2:23][NH:22]1, predict the reaction product. The product is: [OH:18][C@H:15]1[CH2:16][CH2:17][C@H:12]([C:9]2[CH:10]=[CH:11][C:6]([O:5][CH2:4][CH2:3][CH2:2][N:22]3[CH2:23][CH2:24][CH2:25][CH:21]3[CH3:20])=[CH:7][CH:8]=2)[CH2:13][CH2:14]1. (2) Given the reactants [NH2:1][C:2]1[CH:7]=[C:6]([C:8]([CH3:11])([CH3:10])[CH3:9])[CH:5]=[CH:4][C:3]=1[OH:12].[Br:13][C:14]1[CH:15]=[CH:16][C:17]([OH:23])=[C:18]([CH:22]=1)[C:19](Cl)=O, predict the reaction product. The product is: [Br:13][C:14]1[CH:15]=[CH:16][C:17]([OH:23])=[C:18]([C:19]2[O:12][C:3]3[CH:4]=[CH:5][C:6]([C:8]([CH3:9])([CH3:11])[CH3:10])=[CH:7][C:2]=3[N:1]=2)[CH:22]=1. (3) Given the reactants [CH3:1][C:2]1[CH:7]=[CH:6][C:5]([N+:8]([O-])=O)=[CH:4][C:3]=1[C:11]1[CH:19]=[C:18]2[C:14]([CH:15]=[CH:16][N:17]2[C:20]2[N:25]=[CH:24][N:23]=[C:22]([NH2:26])[CH:21]=2)=[CH:13][CH:12]=1.O.O.Cl[Sn]Cl.C(=O)(O)[O-].[Na+], predict the reaction product. The product is: [NH2:8][C:5]1[CH:6]=[CH:7][C:2]([CH3:1])=[C:3]([C:11]2[CH:19]=[C:18]3[C:14]([CH:15]=[CH:16][N:17]3[C:20]3[N:25]=[CH:24][N:23]=[C:22]([NH2:26])[CH:21]=3)=[CH:13][CH:12]=2)[CH:4]=1. (4) The product is: [CH3:18][O:19][C:20]1[CH:21]=[C:22]([CH:24]=[CH:25][C:26]=1[O:27][CH3:28])[NH:23][C:2]1[CH:7]=[C:6]([C:8]([F:11])([F:10])[F:9])[N:5]=[C:4]([C:12]2[CH:17]=[N:16][CH:15]=[CH:14][N:13]=2)[N:3]=1. Given the reactants Cl[C:2]1[CH:7]=[C:6]([C:8]([F:11])([F:10])[F:9])[N:5]=[C:4]([C:12]2[CH:17]=[N:16][CH:15]=[CH:14][N:13]=2)[N:3]=1.[CH3:18][O:19][C:20]1[CH:21]=[C:22]([CH:24]=[CH:25][C:26]=1[O:27][CH3:28])[NH2:23], predict the reaction product.